From a dataset of Reaction yield outcomes from USPTO patents with 853,638 reactions. Predict the reaction yield, written as a fraction of the theoretical maximum amount of product (1.0 means a 100% yield; for example, 0.34 means a 34% yield). The reactants are [F:1][C:2]([F:24])([F:23])[C:3]1[CH:18]=[C:17]([C:19]([F:22])([F:21])[F:20])[CH:16]=[CH:15][C:4]=1[CH2:5][O:6][C:7]1[CH:14]=[CH:13][C:10]([CH:11]=O)=[CH:9][CH:8]=1.[CH3:25][NH:26][C:27]1[CH2:31][S:30][C:29](=[O:32])[N:28]=1.CC(C)([O-])C.[K+].O. The catalyst is C(O)C. The product is [F:1][C:2]([F:23])([F:24])[C:3]1[CH:18]=[C:17]([C:19]([F:22])([F:21])[F:20])[CH:16]=[CH:15][C:4]=1[CH2:5][O:6][C:7]1[CH:14]=[CH:13][C:10](/[CH:11]=[C:31]2/[C:27]([NH:26][CH3:25])=[N:28][C:29](=[O:32])[S:30]/2)=[CH:9][CH:8]=1. The yield is 0.630.